This data is from NCI-60 drug combinations with 297,098 pairs across 59 cell lines. The task is: Regression. Given two drug SMILES strings and cell line genomic features, predict the synergy score measuring deviation from expected non-interaction effect. (1) Drug 1: C1=C(C(=O)NC(=O)N1)N(CCCl)CCCl. Drug 2: C1CN(CCN1C(=O)CCBr)C(=O)CCBr. Cell line: HCT-15. Synergy scores: CSS=36.0, Synergy_ZIP=-1.42, Synergy_Bliss=6.86, Synergy_Loewe=-0.775, Synergy_HSA=7.90. (2) Drug 1: C1CCN(CC1)CCOC2=CC=C(C=C2)C(=O)C3=C(SC4=C3C=CC(=C4)O)C5=CC=C(C=C5)O. Drug 2: CCCCC(=O)OCC(=O)C1(CC(C2=C(C1)C(=C3C(=C2O)C(=O)C4=C(C3=O)C=CC=C4OC)O)OC5CC(C(C(O5)C)O)NC(=O)C(F)(F)F)O. Cell line: HCC-2998. Synergy scores: CSS=-2.56, Synergy_ZIP=4.62, Synergy_Bliss=1.63, Synergy_Loewe=0.0587, Synergy_HSA=-2.89. (3) Drug 1: CCC1=C2CN3C(=CC4=C(C3=O)COC(=O)C4(CC)O)C2=NC5=C1C=C(C=C5)O. Drug 2: CN(CCCl)CCCl.Cl. Cell line: HCT-15. Synergy scores: CSS=36.5, Synergy_ZIP=1.01, Synergy_Bliss=3.85, Synergy_Loewe=2.72, Synergy_HSA=5.88. (4) Drug 1: CCN(CC)CCNC(=O)C1=C(NC(=C1C)C=C2C3=C(C=CC(=C3)F)NC2=O)C. Drug 2: C1=CN(C=N1)CC(O)(P(=O)(O)O)P(=O)(O)O. Cell line: KM12. Synergy scores: CSS=15.5, Synergy_ZIP=8.14, Synergy_Bliss=3.74, Synergy_Loewe=-12.0, Synergy_HSA=1.13.